This data is from Reaction yield outcomes from USPTO patents with 853,638 reactions. The task is: Predict the reaction yield, written as a fraction of the theoretical maximum amount of product (1.0 means a 100% yield; for example, 0.34 means a 34% yield). The reactants are [CH3:1][O:2][C:3]1[CH:4]=[C:5]2[C:14](=[CH:15][CH:16]=1)[CH:13]([CH2:17][OH:18])[CH:12]([C:19]1[CH:24]=[CH:23][C:22]([O:25][CH3:26])=[CH:21][CH:20]=1)[CH:11]1[CH:6]2[CH2:7][CH2:8][CH2:9][CH2:10]1.[S:27](Cl)([C:30]1[CH:36]=[CH:35][C:33]([CH3:34])=[CH:32][CH:31]=1)(=[O:29])=[O:28].CCN(CC)CC.CNC1C=CC=C(NC)N=1. The catalyst is C(OCC)(=O)C.C(Cl)Cl. The product is [CH3:1][O:2][C:3]1[CH:4]=[C:5]2[C:14](=[CH:15][CH:16]=1)[CH:13]([CH2:17][O:18][S:27]([C:30]1[CH:36]=[CH:35][C:33]([CH3:34])=[CH:32][CH:31]=1)(=[O:29])=[O:28])[CH:12]([C:19]1[CH:24]=[CH:23][C:22]([O:25][CH3:26])=[CH:21][CH:20]=1)[CH:11]1[CH:6]2[CH2:7][CH2:8][CH2:9][CH2:10]1. The yield is 0.950.